From a dataset of Reaction yield outcomes from USPTO patents with 853,638 reactions. Predict the reaction yield, written as a fraction of the theoretical maximum amount of product (1.0 means a 100% yield; for example, 0.34 means a 34% yield). (1) The reactants are Br[C:2]1[CH:14]=[C:13]([CH:15]=[CH2:16])[CH:12]=[CH:11][C:3]=1[C:4]([O:6][C:7]([CH3:10])([CH3:9])[CH3:8])=[O:5].[C:17]([Cu])#[N:18]. The product is [C:17]([C:2]1[CH:14]=[C:13]([CH:15]=[CH2:16])[CH:12]=[CH:11][C:3]=1[C:4]([O:6][C:7]([CH3:10])([CH3:9])[CH3:8])=[O:5])#[N:18]. The yield is 0.720. The catalyst is CN(C=O)C.O. (2) The reactants are [CH2:1]([C@@H:5]1[NH:10][CH2:9][C@H:8]([CH2:11][CH:12]([CH3:14])[CH3:13])[NH:7][C:6]1=[O:15])[CH:2]([CH3:4])[CH3:3].[CH3:16][O:17][C:18]1[CH:19]=[C:20]2[C:31](=[CH:32][CH:33]=1)[C:24]1[S:25][C:26]([C:28](O)=[O:29])=[CH:27][C:23]=1[CH2:22][CH2:21]2.C([C@@H]1N(C([C@@H]2C[C@H]2C2C=CC=CC=2)=O)C[C@H](CC(C)C)NC1=O)C(C)C. No catalyst specified. The product is [CH2:1]([C@@H:5]1[N:10]([C:28]([C:26]2[S:25][C:24]3[C:31]4[C:20]([CH2:21][CH2:22][C:23]=3[CH:27]=2)=[CH:19][C:18]([O:17][CH3:16])=[CH:33][CH:32]=4)=[O:29])[CH2:9][C@H:8]([CH2:11][CH:12]([CH3:14])[CH3:13])[NH:7][C:6]1=[O:15])[CH:2]([CH3:4])[CH3:3]. The yield is 0.700.